From a dataset of Forward reaction prediction with 1.9M reactions from USPTO patents (1976-2016). Predict the product of the given reaction. (1) Given the reactants [ClH:1].Cl.[CH3:3][C:4]1[C:5]([CH2:22][CH2:23][N:24]2[CH2:29][CH2:28][N:27]([C:30]3[CH:39]=[CH:38][CH:37]=[C:36]4[C:31]=3[CH:32]=[CH:33][C:34]([CH3:40])=[N:35]4)[CH2:26][CH2:25]2)=[C:6]2[C:11](=[CH:12][CH:13]=1)[N:10]1[CH:14]=[N:15][C:16]([C:17]([O:19]CC)=O)=[C:9]1[CH2:8][CH2:7]2.[OH-].[K+].C[Si](C)(C)[NH:45][Si](C)(C)C.Cl, predict the reaction product. The product is: [ClH:1].[ClH:1].[CH3:3][C:4]1[C:5]([CH2:22][CH2:23][N:24]2[CH2:29][CH2:28][N:27]([C:30]3[CH:39]=[CH:38][CH:37]=[C:36]4[C:31]=3[CH:32]=[CH:33][C:34]([CH3:40])=[N:35]4)[CH2:26][CH2:25]2)=[C:6]2[C:11](=[CH:12][CH:13]=1)[N:10]1[CH:14]=[N:15][C:16]([C:17]([NH2:45])=[O:19])=[C:9]1[CH2:8][CH2:7]2. (2) Given the reactants C(P(CCCC)CCCC)CCC.[CH3:14][C:15]1[C:20]([CH2:21][OH:22])=[CH:19][CH:18]=[C:17]([C:23]([F:26])([F:25])[F:24])[N:16]=1.[CH3:27][O:28][C:29](=[O:42])[CH2:30][C:31]1[C:35]2[C:36]([F:41])=[CH:37][C:38](O)=[CH:39][C:34]=2[S:33][CH:32]=1.C1CCN(C(N=NC(N2CCCCC2)=O)=O)CC1, predict the reaction product. The product is: [CH3:27][O:28][C:29](=[O:42])[CH2:30][C:31]1[C:35]2[C:36]([F:41])=[CH:37][C:38]([O:22][CH2:21][C:20]3[C:15]([CH3:14])=[N:16][C:17]([C:23]([F:24])([F:26])[F:25])=[CH:18][CH:19]=3)=[CH:39][C:34]=2[S:33][CH:32]=1. (3) Given the reactants CC1(C)C(C)(C)OB(C2CCN(C(OC(C)(C)C)=O)CC=2)O1.BrC1C=C(C(F)(F)F)C=CC=1Cl.[NH2:35][C:36]1[N:37]=[CH:38][C:39]([C:42]2[CH:47]=[CH:46][C:45]([C:48]3[CH:53]=[CH:52][C:51]([C:54]([F:57])([F:56])[F:55])=[CH:50][C:49]=3[C:58]3[CH2:63][CH2:62][N:61](C(OC(C)(C)C)=O)[CH2:60][CH:59]=3)=[CH:44][C:43]=2[F:71])=[N:40][CH:41]=1.C(O)(C(F)(F)F)=O, predict the reaction product. The product is: [F:71][C:43]1[CH:44]=[C:45]([C:48]2[CH:53]=[CH:52][C:51]([C:54]([F:57])([F:56])[F:55])=[CH:50][C:49]=2[C:58]2[CH2:63][CH2:62][NH:61][CH2:60][CH:59]=2)[CH:46]=[CH:47][C:42]=1[C:39]1[N:40]=[CH:41][C:36]([NH2:35])=[N:37][CH:38]=1. (4) The product is: [C:11]([O:10][C:8]([NH:7][CH2:6][CH2:5][CH:4]([C:15]1[CH:20]=[CH:19][C:18]([Cl:21])=[C:17]([Cl:22])[CH:16]=1)[C:3]([OH:23])=[O:2])=[O:9])([CH3:14])([CH3:12])[CH3:13]. Given the reactants C[O:2][C:3](=[O:23])[CH:4]([C:15]1[CH:20]=[CH:19][C:18]([Cl:21])=[C:17]([Cl:22])[CH:16]=1)[CH2:5][CH2:6][NH:7][C:8]([O:10][C:11]([CH3:14])([CH3:13])[CH3:12])=[O:9].O.[OH-].[Li+], predict the reaction product. (5) Given the reactants [CH3:1][C:2]([C:5]#[C:6][CH:7]([OH:16])[C:8]#[C:9][C:10]1[CH:15]=[CH:14][CH:13]=[CH:12][CH:11]=1)([CH3:4])[CH3:3], predict the reaction product. The product is: [CH3:4][C:2]([C:5]#[C:6][C:7](=[O:16])[C:8]#[C:9][C:10]1[CH:11]=[CH:12][CH:13]=[CH:14][CH:15]=1)([CH3:1])[CH3:3]. (6) Given the reactants CC1(C)C(C)(C)OB([C:9]2[CH:15]=[CH:14][C:12]([NH2:13])=[CH:11][CH:10]=2)O1.C(=O)([O-])[O-].[K+].[K+].[Br:23][C:24]1[CH:25]=[C:26](I)[C:27]([NH2:30])=[N:28][CH:29]=1, predict the reaction product. The product is: [NH2:13][C:12]1[CH:11]=[CH:10][C:9]([C:26]2[C:27]([NH2:30])=[N:28][CH:29]=[C:24]([Br:23])[CH:25]=2)=[CH:15][CH:14]=1.